From a dataset of Forward reaction prediction with 1.9M reactions from USPTO patents (1976-2016). Predict the product of the given reaction. (1) Given the reactants Br[C:2]1[CH:11]=[N:10][CH:9]=[C:8]2[C:3]=1[CH:4]=[C:5]([C:12]([NH:14][CH2:15][C:16]([F:19])([F:18])[F:17])=[O:13])[CH:6]=[N:7]2.[F:20][C:21]1[CH:26]=[CH:25][CH:24]=[CH:23][C:22]=1B(O)O.C(=O)([O-])[O-].[Cs+].[Cs+], predict the reaction product. The product is: [F:20][C:21]1[CH:26]=[CH:25][CH:24]=[CH:23][C:22]=1[C:2]1[CH:11]=[N:10][CH:9]=[C:8]2[C:3]=1[CH:4]=[C:5]([C:12]([NH:14][CH2:15][C:16]([F:19])([F:18])[F:17])=[O:13])[CH:6]=[N:7]2. (2) Given the reactants [CH:1]([C:5]1[Se:6][C:7]([C:10]2[CH:15]=[CH:14][C:13]([C:16]3[CH:21]=[CH:20][C:19]([CH2:22][CH3:23])=[CH:18][CH:17]=3)=[C:12]([F:24])[C:11]=2[F:25])=[CH:8][CH:9]=1)=[CH:2][CH2:3][CH3:4], predict the reaction product. The product is: [CH2:1]([C:5]1[Se:6][C:7]([C:10]2[CH:15]=[CH:14][C:13]([C:16]3[CH:21]=[CH:20][C:19]([CH2:22][CH3:23])=[CH:18][CH:17]=3)=[C:12]([F:24])[C:11]=2[F:25])=[CH:8][CH:9]=1)[CH2:2][CH2:3][CH3:4]. (3) Given the reactants [CH2:1]([C:3]1[CH:4]=[C:5]([C:11]2[CH:12]=[C:13]3[C:17](=[CH:18][CH:19]=2)[C:16](=[O:20])[CH:15]([CH2:21][C:22](O)=[O:23])[CH2:14]3)[CH:6]=[CH:7][C:8]=1[O:9][CH3:10])[CH3:2].CCN=C=NCCCN(C)C.CCN(CC)CC.[NH2:43][CH2:44][C:45]1[CH:50]=[N:49][C:48]([CH3:51])=[CH:47][N:46]=1, predict the reaction product. The product is: [CH2:1]([C:3]1[CH:4]=[C:5]([C:11]2[CH:12]=[C:13]3[C:17](=[CH:18][CH:19]=2)[C:16](=[O:20])[CH:15]([CH2:21][C:22]([NH:43][CH2:44][C:45]2[CH:50]=[N:49][C:48]([CH3:51])=[CH:47][N:46]=2)=[O:23])[CH2:14]3)[CH:6]=[CH:7][C:8]=1[O:9][CH3:10])[CH3:2]. (4) Given the reactants N[CH:2]1[CH2:10][C:9]2[C:4](=[CH:5][CH:6]=[CH:7][CH:8]=2)[CH2:3]1.ClC(OC1C=CC([N+]([O-])=O)=CC=1)=[O:13].C([N:26]([CH2:29]C)CC)C.[Cl:31][C:32]1[CH:41]=[C:40]2[C:35]([C:36]([N:42]3[CH2:47][CH2:46][NH:45][CH2:44][CH2:43]3)=[CH:37][CH:38]=[N:39]2)=[CH:34][CH:33]=1, predict the reaction product. The product is: [Cl:31][C:32]1[CH:41]=[C:40]2[C:35]([C:36]([N:42]3[CH2:47][CH2:46][N:45]([C:29]([NH:26][CH:3]4[C:4]5[C:9](=[CH:8][CH:7]=[CH:6][CH:5]=5)[CH2:10][CH2:2]4)=[O:13])[CH2:44][CH2:43]3)=[CH:37][CH:38]=[N:39]2)=[CH:34][CH:33]=1. (5) Given the reactants Cl[CH2:2][C:3]1[CH:8]=[CH:7][C:6]([C:9]2[CH:14]=[CH:13][C:12]([CH2:15]Cl)=[CH:11][CH:10]=2)=[CH:5][CH:4]=1.[CH3:17][C:18]1[CH:19]=[CH:20][C:21]([CH3:24])=[CH:22][CH:23]=1, predict the reaction product. The product is: [CH3:17][C:18]1[CH:23]=[CH:22][C:21]([CH3:24])=[CH:20][C:19]=1[CH2:2][C:3]1[CH:8]=[CH:7][C:6]([C:9]2[CH:14]=[CH:13][C:12]([CH2:15][C:4]3[CH:5]=[C:6]([CH3:9])[CH:7]=[CH:8][C:3]=3[CH3:2])=[CH:11][CH:10]=2)=[CH:5][CH:4]=1.